From a dataset of Forward reaction prediction with 1.9M reactions from USPTO patents (1976-2016). Predict the product of the given reaction. (1) The product is: [F:31][C:4]1[CH:3]=[C:2]([NH:1][C:36]([NH:35][CH:32]([CH3:34])[CH3:33])=[O:37])[CH:30]=[CH:29][C:5]=1[O:6][C:7]1[CH:12]=[CH:11][N:10]=[C:9]2[CH:13]=[C:14]([C:16]3[CH:17]=[CH:18][C:19]([C:22]([N:24]4[CH2:28][CH2:27][CH2:26][CH2:25]4)=[O:23])=[CH:20][CH:21]=3)[S:15][C:8]=12. Given the reactants [NH2:1][C:2]1[CH:30]=[CH:29][C:5]([O:6][C:7]2[CH:12]=[CH:11][N:10]=[C:9]3[CH:13]=[C:14]([C:16]4[CH:21]=[CH:20][C:19]([C:22]([N:24]5[CH2:28][CH2:27][CH2:26][CH2:25]5)=[O:23])=[CH:18][CH:17]=4)[S:15][C:8]=23)=[C:4]([F:31])[CH:3]=1.[CH:32]([N:35]=[C:36]=[O:37])([CH3:34])[CH3:33], predict the reaction product. (2) The product is: [OH:1][C:2]1[C:3]([C:18](=[N:20][NH:21][C:22]([C:24]2[CH:33]=[CH:32][C:27]([C:28]([OH:30])=[O:29])=[C:26]([N+:34]([O-:36])=[O:35])[CH:25]=2)=[O:23])[CH3:19])=[N:4][N:5]([CH3:17])[C:6]=1[C:7]1[CH:8]=[CH:9][C:10]([C:13]([F:15])([F:14])[F:16])=[CH:11][CH:12]=1. Given the reactants [OH:1][C:2]1[C:3]([C:18](=[N:20][NH:21][C:22]([C:24]2[CH:33]=[CH:32][C:27]([C:28]([O:30]C)=[O:29])=[C:26]([N+:34]([O-:36])=[O:35])[CH:25]=2)=[O:23])[CH3:19])=[N:4][N:5]([CH3:17])[C:6]=1[C:7]1[CH:12]=[CH:11][C:10]([C:13]([F:16])([F:15])[F:14])=[CH:9][CH:8]=1.[OH-].[Na+], predict the reaction product. (3) Given the reactants [CH:1]1[C:14]2[NH:13][C:12]3[C:7](=[CH:8][CH:9]=[CH:10][CH:11]=3)[O:6][C:5]=2[CH:4]=[CH:3][CH:2]=1.[Cl:15][C:16]1[CH:17]=[C:18]([CH:22]=[C:23]([Cl:26])[C:24]=1[OH:25])[C:19](Cl)=[O:20], predict the reaction product. The product is: [Cl:15][C:16]1[CH:17]=[C:18]([C:19]([N:13]2[C:14]3[CH:1]=[CH:2][CH:3]=[CH:4][C:5]=3[O:6][C:7]3[C:12]2=[CH:11][CH:10]=[CH:9][CH:8]=3)=[O:20])[CH:22]=[C:23]([Cl:26])[C:24]=1[OH:25].